From a dataset of Reaction yield outcomes from USPTO patents with 853,638 reactions. Predict the reaction yield, written as a fraction of the theoretical maximum amount of product (1.0 means a 100% yield; for example, 0.34 means a 34% yield). (1) The reactants are [C:1]([C@@:9]([CH2:41][OH:42])([OH:40])[C@:10]([C:32](=[O:39])[C:33]1[CH:38]=[CH:37][CH:36]=[CH:35][CH:34]=1)([OH:31])[C@:11]([C:23](=[O:30])[C:24]1[CH:29]=[CH:28][CH:27]=[CH:26][CH:25]=1)([OH:22])[C:12](C(=O)C1C=CC=CC=1)=[O:13])(=[O:8])[C:2]1[CH:7]=[CH:6][CH:5]=[CH:4][CH:3]=1.[BrH:43].CC(O)=O. The catalyst is ClCCl. The product is [Br:43][C:12]([C@:11]([C:23](=[O:30])[C:24]1[CH:25]=[CH:26][CH:27]=[CH:28][CH:29]=1)([C@:10]([C:32](=[O:39])[C:33]1[CH:38]=[CH:37][CH:36]=[CH:35][CH:34]=1)([C@:9]([C:1](=[O:8])[C:2]1[CH:7]=[CH:6][CH:5]=[CH:4][CH:3]=1)([CH2:41][OH:42])[OH:40])[OH:31])[OH:22])=[O:13]. The yield is 0.840. (2) The reactants are [CH3:1][N:2]1[C:10]2[N:9]=[C:8]([O:11][C:12]3[CH:17]=[CH:16][CH:15]=[C:14]([O:18][C:19]([F:22])([F:21])[F:20])[CH:13]=3)[N:7](COCC[Si](C)(C)C)[C:6]=2[C:5](=[O:31])[N:4]([CH2:32][CH2:33][CH2:34][O:35]C2CCCCO2)[C:3]1=[O:42].Cl. The catalyst is C(O)C. The product is [OH:35][CH2:34][CH2:33][CH2:32][N:4]1[C:5](=[O:31])[C:6]2[NH:7][C:8]([O:11][C:12]3[CH:17]=[CH:16][CH:15]=[C:14]([O:18][C:19]([F:21])([F:22])[F:20])[CH:13]=3)=[N:9][C:10]=2[N:2]([CH3:1])[C:3]1=[O:42]. The yield is 0.800.